From a dataset of Forward reaction prediction with 1.9M reactions from USPTO patents (1976-2016). Predict the product of the given reaction. (1) Given the reactants [NH2:1][CH2:2][CH:3]1[CH2:6][N:5]([C:7]2[N:12]=[C:11]([NH:13][C@H:14]([C:16]3[CH:21]=[CH:20][C:19]([F:22])=[CH:18][CH:17]=3)[CH3:15])[N:10]=[C:9]([NH:23][C:24]3[CH:29]=[N:28][CH:27]=[CH:26][N:25]=3)[CH:8]=2)[CH2:4]1.[CH2:30]([S:32](Cl)(=[O:34])=[O:33])[CH3:31].C(N(CC)C(C)C)(C)C, predict the reaction product. The product is: [F:22][C:19]1[CH:18]=[CH:17][C:16]([C@@H:14]([NH:13][C:11]2[N:12]=[C:7]([N:5]3[CH2:4][CH:3]([CH2:2][NH:1][S:32]([CH2:30][CH3:31])(=[O:34])=[O:33])[CH2:6]3)[CH:8]=[C:9]([NH:23][C:24]3[CH:29]=[N:28][CH:27]=[CH:26][N:25]=3)[N:10]=2)[CH3:15])=[CH:21][CH:20]=1. (2) Given the reactants [C:1]([O:5][C:6]([N:8]1[CH2:12][CH2:11][CH2:10][C@H:9]1[C:13]1[O:17][N:16]=[C:15]([CH:18]2[CH2:21][NH:20][CH2:19]2)[N:14]=1)=[O:7])([CH3:4])([CH3:3])[CH3:2].C(N(CC)CC)C.[C:29](Cl)(=[O:31])[CH3:30], predict the reaction product. The product is: [C:1]([O:5][C:6]([N:8]1[CH2:12][CH2:11][CH2:10][C@H:9]1[C:13]1[O:17][N:16]=[C:15]([CH:18]2[CH2:19][N:20]([C:29](=[O:31])[CH3:30])[CH2:21]2)[N:14]=1)=[O:7])([CH3:4])([CH3:2])[CH3:3]. (3) Given the reactants [Cl:1][C:2]1[CH:3]=[C:4]([C:12]2[CH:17]=[C:16]([C:18]([F:21])([F:20])[F:19])[N:15]3[N:22]=[CH:23][C:24]([C:25]([OH:27])=O)=[C:14]3[N:13]=2)[CH:5]=[CH:6][C:7]=1[C:8]([F:11])([F:10])[F:9].[NH2:28][C:29]1[N:34]=[CH:33][C:32]([C:35]([NH:37]O)=[NH:36])=[CH:31][N:30]=1, predict the reaction product. The product is: [Cl:1][C:2]1[CH:3]=[C:4]([C:12]2[CH:17]=[C:16]([C:18]([F:21])([F:19])[F:20])[N:15]3[N:22]=[CH:23][C:24]([C:25]4[O:27][N:37]=[C:35]([C:32]5[CH:31]=[N:30][C:29]([NH2:28])=[N:34][CH:33]=5)[N:36]=4)=[C:14]3[N:13]=2)[CH:5]=[CH:6][C:7]=1[C:8]([F:11])([F:9])[F:10]. (4) The product is: [F:6][C:7]1[C:16]([C:17]2[C:26]3[C:21](=[CH:22][C:23]([N:27]4[CH2:28][CH2:29][O:30][CH2:31][CH2:32]4)=[CH:24][CH:25]=3)[N:20]=[CH:19][N:18]=2)=[CH:15][C:10]([C:11]([C:2]2[S:1][CH:5]=[CH:4][N:3]=2)=[O:12])=[C:9]([CH3:33])[CH:8]=1. Given the reactants [S:1]1[CH:5]=[CH:4][N:3]=[CH:2]1.[F:6][C:7]1[C:16]([C:17]2[C:26]3[C:21](=[CH:22][C:23]([N:27]4[CH2:32][CH2:31][O:30][CH2:29][CH2:28]4)=[CH:24][CH:25]=3)[N:20]=[CH:19][N:18]=2)=[CH:15][C:10]([C:11](OC)=[O:12])=[C:9]([CH3:33])[CH:8]=1, predict the reaction product. (5) Given the reactants [Cl:1][C:2]1[CH:19]=[CH:18][C:5]([O:6][C:7]2[C:15]([F:16])=[CH:14][C:10]([C:11](O)=[O:12])=[C:9]([F:17])[CH:8]=2)=[C:4]([O:20][CH3:21])[CH:3]=1.[CH3:22][N:23]([CH3:28])[S:24]([NH2:27])(=[O:26])=[O:25], predict the reaction product. The product is: [Cl:1][C:2]1[CH:19]=[CH:18][C:5]([O:6][C:7]2[C:15]([F:16])=[CH:14][C:10]([C:11]([NH:27][S:24]([N:23]([CH3:28])[CH3:22])(=[O:26])=[O:25])=[O:12])=[C:9]([F:17])[CH:8]=2)=[C:4]([O:20][CH3:21])[CH:3]=1. (6) Given the reactants [Cl:1][C:2]1[CH:10]=[CH:9][C:5]([C:6](Cl)=[O:7])=[CH:4][N:3]=1.[NH2:11][C:12]1[CH:13]=[CH:14][C:15]([Cl:18])=[N:16][CH:17]=1, predict the reaction product. The product is: [Cl:1][C:2]1[N:3]=[CH:4][C:5]([C:6]([NH:11][C:12]2[CH:13]=[CH:14][C:15]([Cl:18])=[N:16][CH:17]=2)=[O:7])=[CH:9][CH:10]=1. (7) The product is: [CH3:1][O:2][C:3]1[CH:4]=[CH:5][C:6]([C:9]2[C:10]([O:20][C:21]3[CH:26]=[CH:25][C:24]([O:27][CH2:28][CH2:29][CH2:30][CH2:31][S:32]([CH2:33][CH2:34][CH2:35][C:36]([F:41])([F:42])[C:37]([F:40])([F:39])[F:38])=[O:44])=[CH:23][CH:22]=3)=[C:11]3[C:16](=[CH:17][CH:18]=2)[CH:15]=[C:14]([OH:19])[CH:13]=[CH:12]3)=[CH:7][CH:8]=1. Given the reactants [CH3:1][O:2][C:3]1[CH:8]=[CH:7][C:6]([C:9]2[C:10]([O:20][C:21]3[CH:26]=[CH:25][C:24]([O:27][CH2:28][CH2:29][CH2:30][CH2:31][S:32][CH2:33][CH2:34][CH2:35][C:36]([F:42])([F:41])[C:37]([F:40])([F:39])[F:38])=[CH:23][CH:22]=3)=[C:11]3[C:16](=[CH:17][CH:18]=2)[CH:15]=[C:14]([OH:19])[CH:13]=[CH:12]3)=[CH:5][CH:4]=1.I([O-])(=O)(=O)=[O:44].[Na+], predict the reaction product.